Dataset: Full USPTO retrosynthesis dataset with 1.9M reactions from patents (1976-2016). Task: Predict the reactants needed to synthesize the given product. (1) Given the product [C:1]([O:5][C:6]([N:8]1[CH2:16][C:15]2[C:10](=[CH:11][CH:12]=[C:13]([N:30]3[CH2:31][CH2:32][CH:27]([O:26][CH3:25])[CH2:28][CH2:29]3)[CH:14]=2)[CH2:9]1)=[O:7])([CH3:4])([CH3:3])[CH3:2], predict the reactants needed to synthesize it. The reactants are: [C:1]([O:5][C:6]([N:8]1[CH2:16][C:15]2[C:10](=[CH:11][CH:12]=[C:13](I)[CH:14]=2)[CH2:9]1)=[O:7])([CH3:4])([CH3:3])[CH3:2].FC(F)(F)C(O)=O.[CH3:25][O:26][CH:27]1[CH2:32][CH2:31][NH:30][CH2:29][CH2:28]1. (2) Given the product [Br:1][C:2]1[CH:3]=[C:4]2[C:8](=[C:9]([C:11]([NH2:13])=[O:12])[CH:10]=1)[NH:7][N:6]=[C:5]2[CH:14]1[CH2:19][CH2:18][N:17]([S:20]([CH2:23][CH2:24][CH2:25][O:28][CH3:27])(=[O:22])=[O:21])[CH2:16][CH2:15]1, predict the reactants needed to synthesize it. The reactants are: [Br:1][C:2]1[CH:3]=[C:4]2[C:8](=[C:9]([C:11]([NH2:13])=[O:12])[CH:10]=1)[NH:7][N:6]=[C:5]2[CH:14]1[CH2:19][CH2:18][N:17]([S:20]([CH2:23][CH2:24][CH2:25]Cl)(=[O:22])=[O:21])[CH2:16][CH2:15]1.[CH3:27][O-:28].[Na+]. (3) Given the product [CH3:1][C:2]1[CH:3]=[C:4]([CH2:11][C@@H:12]([NH:17][C:18]([N:20]2[CH2:21][CH2:22][CH:23]([C:26]3[C:27](=[O:36])[NH:28][C:29]4[C:34]([CH:35]=3)=[CH:33][CH:32]=[CH:31][CH:30]=4)[CH2:24][CH2:25]2)=[O:19])[C:13]([NH:37][C@H:38]([C:51](=[O:64])[N:52]2[CH2:57][CH2:56][N:55]([C:58]3[CH:59]=[CH:60][N:61]=[CH:62][CH:63]=3)[CH2:54][CH2:53]2)[CH2:39][CH2:40][CH2:41][CH2:42][NH:43][C:44](=[O:50])[O:45][C:46]([CH3:47])([CH3:48])[CH3:49])=[O:14])[CH:5]=[C:6]2[C:10]=1[NH:9][N:8]=[CH:7]2, predict the reactants needed to synthesize it. The reactants are: [CH3:1][C:2]1[CH:3]=[C:4]([CH2:11][C@@H:12]([NH:17][C:18]([N:20]2[CH2:25][CH2:24][CH:23]([C:26]3[C:27](=[O:36])[NH:28][C:29]4[C:34]([CH:35]=3)=[CH:33][CH:32]=[CH:31][CH:30]=4)[CH2:22][CH2:21]2)=[O:19])[C:13](OC)=[O:14])[CH:5]=[C:6]2[C:10]=1[NH:9][N:8]=[CH:7]2.[NH2:37][C@H:38]([C:51](=[O:64])[N:52]1[CH2:57][CH2:56][N:55]([C:58]2[CH:63]=[CH:62][N:61]=[CH:60][CH:59]=2)[CH2:54][CH2:53]1)[CH2:39][CH2:40][CH2:41][CH2:42][NH:43][C:44](=[O:50])[O:45][C:46]([CH3:49])([CH3:48])[CH3:47].F[B-](F)(F)F.N1(OC(N(C)C)=[N+](C)C)C2C=CC=CC=2N=N1.C(N(CC)CC)C.